From a dataset of Reaction yield outcomes from USPTO patents with 853,638 reactions. Predict the reaction yield, written as a fraction of the theoretical maximum amount of product (1.0 means a 100% yield; for example, 0.34 means a 34% yield). (1) The reactants are [Br:1][C:2]1[CH:7]=[CH:6][N:5]=[C:4](F)[CH:3]=1.[NH:9]1[CH2:14][CH2:13][CH:12]([C:15]([O:17][CH2:18][CH3:19])=[O:16])[CH2:11][CH2:10]1.C(=O)([O-])[O-].[K+].[K+]. The catalyst is C(#N)C. The product is [Br:1][C:2]1[CH:7]=[CH:6][N:5]=[C:4]([N:9]2[CH2:14][CH2:13][CH:12]([C:15]([O:17][CH2:18][CH3:19])=[O:16])[CH2:11][CH2:10]2)[CH:3]=1. The yield is 0.760. (2) The reactants are [CH3:1][C:2]1([CH3:16])[C:6]([CH3:8])([CH3:7])[O:5][B:4]([C:9]2[CH:14]=[CH:13][C:12]([OH:15])=[CH:11][CH:10]=2)[O:3]1.[N:17]1([CH2:23][CH2:24]O)[CH2:22][CH2:21][O:20][CH2:19][CH2:18]1.C1(P(C2C=CC=CC=2)C2C=CC=CC=2)C=CC=CC=1.CC(OC(/N=N/C(OC(C)C)=O)=O)C. The catalyst is C(Cl)Cl. The product is [CH3:8][C:6]1([CH3:7])[C:2]([CH3:16])([CH3:1])[O:3][B:4]([C:9]2[CH:14]=[CH:13][C:12]([O:15][CH2:24][CH2:23][N:17]3[CH2:22][CH2:21][O:20][CH2:19][CH2:18]3)=[CH:11][CH:10]=2)[O:5]1. The yield is 0.740.